Task: Predict the product of the given reaction.. Dataset: Forward reaction prediction with 1.9M reactions from USPTO patents (1976-2016) Given the reactants [Cl:1][C:2]1[CH:7]=[CH:6][C:5]([CH:8]2[CH2:13][CH2:12][N:11]([C:14](=[O:33])[CH2:15][CH2:16][CH:17]([C:19]3[CH:32]=[CH:31][C:22]4[CH2:23][CH2:24][N:25]([CH:28]([CH3:30])[CH3:29])[CH2:26][CH2:27][C:21]=4[CH:20]=3)O)[CH2:10][CH2:9]2)=[CH:4][CH:3]=1.O.C1(C)C=CC(S(O)(=O)=O)=CC=1.Cl, predict the reaction product. The product is: [ClH:1].[Cl:1][C:2]1[CH:7]=[CH:6][C:5]([CH:8]2[CH2:9][CH2:10][N:11]([C:14](=[O:33])[CH2:15]/[CH:16]=[CH:17]/[C:19]3[CH:32]=[CH:31][C:22]4[CH2:23][CH2:24][N:25]([CH:28]([CH3:30])[CH3:29])[CH2:26][CH2:27][C:21]=4[CH:20]=3)[CH2:12][CH2:13]2)=[CH:4][CH:3]=1.